From a dataset of Forward reaction prediction with 1.9M reactions from USPTO patents (1976-2016). Predict the product of the given reaction. (1) Given the reactants Cl[C:2]1[N:7]=[N:6][C:5]([N:8]2[C:12]([C:13]3[CH:18]=[CH:17][C:16]([CH3:19])=[CH:15][N:14]=3)=[CH:11][C:10]([C:20]([O:22][CH2:23][CH3:24])=[O:21])=[N:9]2)=[CH:4][CH:3]=1.C([O-])=O.[NH4+], predict the reaction product. The product is: [CH3:19][C:16]1[CH:17]=[CH:18][C:13]([C:12]2[N:8]([C:5]3[N:6]=[N:7][CH:2]=[CH:3][CH:4]=3)[N:9]=[C:10]([C:20]([O:22][CH2:23][CH3:24])=[O:21])[CH:11]=2)=[N:14][CH:15]=1. (2) Given the reactants [CH3:1][O:2][CH:3]([O:9][CH3:10])[CH2:4][C:5]1([OH:8])[CH2:7][CH2:6]1.[CH3:11][S:12](Cl)(=[O:14])=[O:13], predict the reaction product. The product is: [S:12]([O:8][C:5]1([CH2:4][CH:3]([O:9][CH3:10])[O:2][CH3:1])[CH2:7][CH2:6]1)(=[O:14])(=[O:13])[CH3:11]. (3) Given the reactants C[O:2][C:3]([C:5]1[C:6]2[CH2:7][C:8]([CH3:29])([CH3:28])[CH:9]([C:16]3[CH:21]=[CH:20][CH:19]=[C:18]([N:22]4[CH2:27][CH2:26][O:25][CH2:24][CH2:23]4)[CH:17]=3)[NH:10][C:11]=2[C:12]([F:15])=[CH:13][CH:14]=1)=[O:4].[OH-].[Na+].Cl, predict the reaction product. The product is: [F:15][C:12]1[C:11]2[NH:10][CH:9]([C:16]3[CH:21]=[CH:20][CH:19]=[C:18]([N:22]4[CH2:23][CH2:24][O:25][CH2:26][CH2:27]4)[CH:17]=3)[C:8]([CH3:29])([CH3:28])[CH2:7][C:6]=2[C:5]([C:3]([OH:4])=[O:2])=[CH:14][CH:13]=1. (4) Given the reactants [CH3:1][N:2]([CH3:28])[C:3]([C:5]1[N:22]([CH:23]2[CH2:27][CH2:26][CH2:25][CH2:24]2)[C:8]2[N:9]=[C:10]([NH:13][C:14]3[CH:19]=[CH:18][C:17]([CH:20]=O)=[CH:16][N:15]=3)[N:11]=[CH:12][C:7]=2[CH:6]=1)=[O:4].[CH3:29][N:30]1[CH2:35][CH2:34][NH:33][CH2:32][CH2:31]1, predict the reaction product. The product is: [CH3:1][N:2]([CH3:28])[C:3]([C:5]1[N:22]([CH:23]2[CH2:27][CH2:26][CH2:25][CH2:24]2)[C:8]2[N:9]=[C:10]([NH:13][C:14]3[CH:19]=[CH:18][C:17]([CH2:20][N:33]4[CH2:34][CH2:35][N:30]([CH3:29])[CH2:31][CH2:32]4)=[CH:16][N:15]=3)[N:11]=[CH:12][C:7]=2[CH:6]=1)=[O:4]. (5) Given the reactants [Cl:1][C:2]1[CH:7]=[CH:6][C:5]([C:8]2[C:12]3[CH2:13][N:14]([C:17](=[O:19])[CH3:18])[CH2:15][CH2:16][C:11]=3[N:10]([CH2:20][CH2:21][CH2:22]Cl)[N:9]=2)=[CH:4][CH:3]=1.[F:24][C:25]1[CH:30]=[CH:29][CH:28]=[CH:27][C:26]=1[N:31]1[CH2:36][CH2:35][NH:34][CH2:33][CH2:32]1.C([O-])([O-])=O.[K+].[K+].CO.CCOC(C)=O, predict the reaction product. The product is: [Cl:1][C:2]1[CH:7]=[CH:6][C:5]([C:8]2[C:12]3[CH2:13][N:14]([C:17](=[O:19])[CH3:18])[CH2:15][CH2:16][C:11]=3[N:10]([CH2:20][CH2:21][CH2:22][N:34]3[CH2:33][CH2:32][N:31]([C:26]4[CH:27]=[CH:28][CH:29]=[CH:30][C:25]=4[F:24])[CH2:36][CH2:35]3)[N:9]=2)=[CH:4][CH:3]=1. (6) Given the reactants [C:1]([O:5][C:6]([N:8]1[CH2:12][CH2:11][CH:10]([C:13](=[O:46])[NH:14][C:15]2[CH:16]=[C:17]3[C:21](=[CH:22][C:23]=2[CH2:24][OH:25])[N:20]([C:26]([C:39]2[CH:44]=[CH:43][CH:42]=[CH:41][CH:40]=2)([C:33]2[CH:38]=[CH:37][CH:36]=[CH:35][CH:34]=2)[C:27]2[CH:32]=[CH:31][CH:30]=[CH:29][CH:28]=2)[N:19]=[C:18]3[Br:45])[CH2:9]1)=[O:7])([CH3:4])([CH3:3])[CH3:2], predict the reaction product. The product is: [C:1]([O:5][C:6]([N:8]1[CH2:12][CH2:11][CH:10]([C:13](=[O:46])[NH:14][C:15]2[CH:16]=[C:17]3[C:21](=[CH:22][C:23]=2[CH:24]=[O:25])[N:20]([C:26]([C:39]2[CH:40]=[CH:41][CH:42]=[CH:43][CH:44]=2)([C:33]2[CH:38]=[CH:37][CH:36]=[CH:35][CH:34]=2)[C:27]2[CH:32]=[CH:31][CH:30]=[CH:29][CH:28]=2)[N:19]=[C:18]3[Br:45])[CH2:9]1)=[O:7])([CH3:4])([CH3:2])[CH3:3]. (7) Given the reactants OCC[N:4]1[CH2:9][CH2:8][N:7]([CH2:10]CS(O)(=O)=O)[CH2:6][CH2:5]1.[Cl-].[Mg+2].[Cl-].CCCCCCCCCCCCOCCO.SC[C@H]([C@@H](CS)O)O.P(OC[C@H]1O[C@@H:60]([N:62]2C3N=CN=C(N)C=3N=C2)[C@H](O)[C@@H]1O)(OP(OP(O)(O)=O)(O)=O)(=O)O, predict the reaction product. The product is: [NH:7]1[C:6]2=[CH:8][CH:9]=[N:4][C:5]2=[CH:60][N:62]=[CH:10]1.